Dataset: Reaction yield outcomes from USPTO patents with 853,638 reactions. Task: Predict the reaction yield, written as a fraction of the theoretical maximum amount of product (1.0 means a 100% yield; for example, 0.34 means a 34% yield). (1) The catalyst is CCO.[Fe]. The product is [Cl-:39].[NH2:35][C:32]1[CH:33]=[CH:34][C:29]([NH:28][C:26]([C:22]2[CH:21]=[C:20]([CH:25]=[CH:24][CH:23]=2)[NH:19][C:16]2[CH:15]=[CH:14][N+:13]([CH3:12])=[CH:18][CH:17]=2)=[O:27])=[CH:30][CH:31]=1. The reactants are CC1C=CC(S([O-])(=O)=O)=CC=1.[CH3:12][N+:13]1[CH:18]=[CH:17][C:16]([NH:19][C:20]2[CH:25]=[CH:24][CH:23]=[C:22]([C:26]([NH:28][C:29]3[CH:34]=[CH:33][C:32]([N+:35]([O-])=O)=[CH:31][CH:30]=3)=[O:27])[CH:21]=2)=[CH:15][CH:14]=1.O.[ClH:39].CCCCO. The yield is 0.800. (2) The reactants are [Cl:1][C:2]1[CH:3]=[C:4]2[C:8](=[C:9]([NH:11][CH:12]3[CH2:16][CH2:15][CH2:14][CH2:13]3)[CH:10]=1)[NH:7][C:6]([C:17]1[S:18][CH2:19][C@@H:20]([CH2:22][CH2:23][C:24]([OH:26])=O)[N:21]=1)=[CH:5]2.[NH2:27][CH2:28][CH2:29][N:30]1[CH2:35][CH2:34][O:33][CH2:32][CH2:31]1. No catalyst specified. The product is [Cl:1][C:2]1[CH:3]=[C:4]2[C:8](=[C:9]([NH:11][CH:12]3[CH2:16][CH2:15][CH2:14][CH2:13]3)[CH:10]=1)[NH:7][C:6]([C:17]1[S:18][CH2:19][C@@H:20]([CH2:22][CH2:23][C:24]([NH:27][CH2:28][CH2:29][N:30]3[CH2:35][CH2:34][O:33][CH2:32][CH2:31]3)=[O:26])[N:21]=1)=[CH:5]2. The yield is 0.260. (3) The reactants are [NH2:1][CH:2]([CH2:12][C:13]1[CH:18]=[CH:17][CH:16]=[C:15]([O:19][C:20]([F:25])([F:24])[CH:21]([F:23])[F:22])[CH:14]=1)[CH:3]([C:5]1[CH:10]=[CH:9][CH:8]=[C:7]([F:11])[N:6]=1)[OH:4].[C:26]1([C:37](O)=[O:38])[CH:27]=[CH:28][CH:29]=[C:30]2[CH2:36][CH2:35][CH2:34][CH:33]=[CH:32][C:31]=12.Cl.C(N=C=NCCCN(C)C)C.ON1C2C=CC=CC=2N=N1. The catalyst is C(#N)C.O. The product is [F:11][C:7]1[N:6]=[C:5]([CH:3]([OH:4])[CH:2]([NH:1][C:37]([C:26]2[CH:27]=[CH:28][CH:29]=[C:30]3[CH2:36][CH2:35][CH2:34][CH:33]=[CH:32][C:31]=23)=[O:38])[CH2:12][C:13]2[CH:18]=[CH:17][CH:16]=[C:15]([O:19][C:20]([F:24])([F:25])[CH:21]([F:22])[F:23])[CH:14]=2)[CH:10]=[CH:9][CH:8]=1. The yield is 0.660. (4) The product is [N:28]1([CH2:37][C:38]([O:10][C@H:9]([C:11]2[CH:16]=[CH:15][C:14]([O:17][CH:18]([F:20])[F:19])=[C:13]([O:21][CH2:22][CH:23]3[CH2:25][CH2:24]3)[CH:12]=2)[CH2:8][C:7]2[C:6]([Cl:26])=[CH:5][N+:4]([O-:27])=[CH:3][C:2]=2[Cl:1])=[O:39])[C:36]2[C:31](=[CH:32][CH:33]=[CH:34][CH:35]=2)[CH:30]=[CH:29]1. The yield is 0.728. The reactants are [Cl:1][C:2]1[CH:3]=[N+:4]([O-:27])[CH:5]=[C:6]([Cl:26])[C:7]=1[CH2:8][C@@H:9]([C:11]1[CH:16]=[CH:15][C:14]([O:17][CH:18]([F:20])[F:19])=[C:13]([O:21][CH2:22][CH:23]2[CH2:25][CH2:24]2)[CH:12]=1)[OH:10].[N:28]1([CH2:37][C:38](O)=[O:39])[C:36]2[C:31](=[CH:32][CH:33]=[CH:34][CH:35]=2)[CH:30]=[CH:29]1.C(Cl)CCl. The catalyst is CN(C1C=CN=CC=1)C.C(Cl)Cl. (5) The product is [CH3:39][S:40]([O:9][CH2:8][CH:7]([O:10][C:11]1[CH:19]=[CH:18][C:17]([F:20])=[C:13]([C:14](=[O:15])[NH2:16])[C:12]=1[F:21])[C:5]1[O:6][C:2]([Cl:1])=[C:3]([C:22]2[CH:27]=[CH:26][C:25]([C:28]([F:29])([F:30])[F:31])=[CH:24][CH:23]=2)[N:4]=1)(=[O:42])=[O:41]. The catalyst is C(Cl)Cl. The yield is 0.910. The reactants are [Cl:1][C:2]1[O:6][C:5]([CH:7]([O:10][C:11]2[C:12]([F:21])=[C:13]([C:17]([F:20])=[CH:18][CH:19]=2)[C:14]([NH2:16])=[O:15])[CH2:8][OH:9])=[N:4][C:3]=1[C:22]1[CH:27]=[CH:26][C:25]([C:28]([F:31])([F:30])[F:29])=[CH:24][CH:23]=1.CCN(CC)CC.[CH3:39][S:40](Cl)(=[O:42])=[O:41].O.